This data is from Forward reaction prediction with 1.9M reactions from USPTO patents (1976-2016). The task is: Predict the product of the given reaction. (1) Given the reactants [CH:1]1([C:4]2[N:9]=[C:8]([CH:10]=O)[CH:7]=[CH:6][N:5]=2)[CH2:3][CH2:2]1.Cl.NO.C([N:17](CC)CC)C.CCCP(=O)=O.C(=O)(O)[O-].[Na+], predict the reaction product. The product is: [CH:1]1([C:4]2[N:9]=[C:8]([C:10]#[N:17])[CH:7]=[CH:6][N:5]=2)[CH2:3][CH2:2]1. (2) Given the reactants [CH:1]1[C:14]2[S:13][C:12]3[C:7](=[CH:8][CH:9]=[CH:10][CH:11]=3)[S:6][C:5]=2[CH:4]=[CH:3][CH:2]=1.C(O)(=[O:17])C, predict the reaction product. The product is: [CH:11]1[C:12]2[S:13][C:14]3[C:5](=[CH:4][CH:3]=[CH:2][CH:1]=3)[S:6](=[O:17])[C:7]=2[CH:8]=[CH:9][CH:10]=1.